Dataset: Peptide-MHC class II binding affinity with 134,281 pairs from IEDB. Task: Regression. Given a peptide amino acid sequence and an MHC pseudo amino acid sequence, predict their binding affinity value. This is MHC class II binding data. (1) The peptide sequence is VLLAFNCHERPYDLD. The MHC is HLA-DQA10501-DQB10201 with pseudo-sequence HLA-DQA10501-DQB10201. The binding affinity (normalized) is 0.467. (2) The peptide sequence is LGALTGTYVYNHLTPLRDWA. The MHC is DRB1_0405 with pseudo-sequence DRB1_0405. The binding affinity (normalized) is 0.834. (3) The peptide sequence is MAEMKTDAATLAQEA. The MHC is HLA-DPA10103-DPB10201 with pseudo-sequence HLA-DPA10103-DPB10201. The binding affinity (normalized) is 0.111. (4) The peptide sequence is QEDMIDLHTVLRNVA. The MHC is DRB1_0101 with pseudo-sequence DRB1_0101. The binding affinity (normalized) is 0.585. (5) The peptide sequence is YKICTDKMFFVKNPT. The MHC is DRB1_1501 with pseudo-sequence DRB1_1501. The binding affinity (normalized) is 0.337. (6) The peptide sequence is IAAMMTSPLSVASMT. The MHC is HLA-DQA10301-DQB10302 with pseudo-sequence HLA-DQA10301-DQB10302. The binding affinity (normalized) is 0.138. (7) The peptide sequence is FGHDGTVWAQSADFP. The binding affinity (normalized) is 0.128. The MHC is DRB1_1001 with pseudo-sequence DRB1_1001.